Predict the reactants needed to synthesize the given product. From a dataset of Retrosynthesis with 50K atom-mapped reactions and 10 reaction types from USPTO. Given the product CCOC(=O)c1cn(CCF)c2c(F)c(F)c(F)cc2c1=O, predict the reactants needed to synthesize it. The reactants are: CCOC(=O)C(=CNCCF)C(=O)c1cc(F)c(F)c(F)c1F.